From a dataset of Reaction yield outcomes from USPTO patents with 853,638 reactions. Predict the reaction yield, written as a fraction of the theoretical maximum amount of product (1.0 means a 100% yield; for example, 0.34 means a 34% yield). (1) The reactants are [N+:1]([C:4]1[CH:5]=[C:6]2[C:10](=[CH:11][CH:12]=1)[NH:9][CH2:8][CH2:7]2)([O-:3])=[O:2].[CH2:13](Br)[C:14]1[CH:19]=[CH:18][CH:17]=[CH:16][CH:15]=1.C(=O)([O-])[O-].[K+].[K+].O. The catalyst is CN(C)C=O.C(OCC)(=O)C. The product is [CH2:13]([N:9]1[C:10]2[C:6](=[CH:5][C:4]([N+:1]([O-:3])=[O:2])=[CH:12][CH:11]=2)[CH2:7][CH2:8]1)[C:14]1[CH:19]=[CH:18][CH:17]=[CH:16][CH:15]=1. The yield is 0.580. (2) The reactants are [CH2:1]([O:8][C:9]1[CH:14]=[CH:13][C:12]([C:15]2[NH:29][C:18]3=[N:19][C:20]([N:23]4[CH2:28][CH2:27][NH:26][CH2:25][CH2:24]4)=[CH:21][CH:22]=[C:17]3[N:16]=2)=[CH:11][CH:10]=1)[C:2]1[CH:7]=[CH:6][CH:5]=[CH:4][CH:3]=1.CCN(C(C)C)C(C)C.[CH:39]1([S:42](Cl)(=[O:44])=[O:43])[CH2:41][CH2:40]1.O. The catalyst is CN(C=O)C. The product is [CH2:1]([O:8][C:9]1[CH:14]=[CH:13][C:12]([C:15]2[NH:29][C:18]3=[N:19][C:20]([N:23]4[CH2:24][CH2:25][N:26]([S:42]([CH:39]5[CH2:41][CH2:40]5)(=[O:44])=[O:43])[CH2:27][CH2:28]4)=[CH:21][CH:22]=[C:17]3[N:16]=2)=[CH:11][CH:10]=1)[C:2]1[CH:3]=[CH:4][CH:5]=[CH:6][CH:7]=1. The yield is 0.670. (3) The reactants are [Cl:1][C:2]1[CH:18]=[CH:17][C:5]2[CH2:6][CH2:7][N:8]([C:11](=[O:16])[C:12]([F:15])([F:14])[F:13])[CH2:9][CH2:10][C:4]=2[C:3]=1[C:19]#[C:20][C:21]1[CH:26]=[CH:25][CH:24]=[CH:23][CH:22]=1.[N-:27]=[N+:28]=[N-:29].[Na+]. The catalyst is CS(C)=O.[Cl-].[Na+].O. The product is [Cl:1][C:2]1[CH:18]=[CH:17][C:5]2[CH2:6][CH2:7][N:8]([C:11](=[O:16])[C:12]([F:14])([F:13])[F:15])[CH2:9][CH2:10][C:4]=2[C:3]=1[C:19]1[NH:27][N:28]=[N:29][C:20]=1[C:21]1[CH:22]=[CH:23][CH:24]=[CH:25][CH:26]=1. The yield is 0.390. (4) The reactants are C(O)(=O)C.[CH3:5][O:6][C:7]1[CH:8]=[CH:9][C:10]2[N:15]=[CH:14][C:13](=[O:16])[N:12]([CH2:17][CH2:18][CH:19]=O)[C:11]=2[N:21]=1.[NH2:22][C@@H:23]1[CH2:27][N:26]([C:28]2[CH:29]=[CH:30][C:31]3[O:32][CH2:33][C:34](=[O:38])[NH:35][C:36]=3[N:37]=2)[C:25](=[O:39])[CH2:24]1.C(O[BH-](OC(=O)C)OC(=O)C)(=O)C.[Na+].C(=O)([O-])O.[Na+]. The catalyst is CN(C)C=O. The product is [CH3:5][O:6][C:7]1[CH:8]=[CH:9][C:10]2[N:15]=[CH:14][C:13](=[O:16])[N:12]([CH2:17][CH2:18][CH2:19][NH:22][C@@H:23]3[CH2:27][N:26]([C:28]4[CH:29]=[CH:30][C:31]5[O:32][CH2:33][C:34](=[O:38])[NH:35][C:36]=5[N:37]=4)[C:25](=[O:39])[CH2:24]3)[C:11]=2[N:21]=1. The yield is 0.110. (5) The reactants are [Cl:1][C:2]1[C:3]([N:19]=[C:20]([C:27]2[CH:32]=[CH:31][CH:30]=[CH:29][CH:28]=2)[C:21]2[CH:26]=[CH:25][CH:24]=[CH:23][CH:22]=2)=[N:4][CH:5]=[CH:6][C:7]=1[O:8][C:9]1[CH:14]=[CH:13][C:12]([N+:15]([O-])=O)=[CH:11][C:10]=1[F:18].N#N.[H][H].[H][H]. The catalyst is [Ni]. The product is [NH2:15][C:12]1[CH:13]=[CH:14][C:9]([O:8][C:7]2[CH:6]=[CH:5][N:4]=[C:3]([N:19]=[C:20]([C:21]3[CH:26]=[CH:25][CH:24]=[CH:23][CH:22]=3)[C:27]3[CH:32]=[CH:31][CH:30]=[CH:29][CH:28]=3)[C:2]=2[Cl:1])=[C:10]([F:18])[CH:11]=1. The yield is 0.950.